From a dataset of Catalyst prediction with 721,799 reactions and 888 catalyst types from USPTO. Predict which catalyst facilitates the given reaction. (1) Reactant: C([O:8][C:9]1[CH:14]=[CH:13][C:12]([CH:15]2[C:24]3[C:19](=[CH:20][C:21]([O:25][CH3:26])=[CH:22][CH:23]=3)[CH2:18][CH2:17][N:16]2[C:27](=[O:32])[C:28]([F:31])([F:30])[F:29])=[CH:11][CH:10]=1)C1C=CC=CC=1. Product: [F:31][C:28]([F:29])([F:30])[C:27]([N:16]1[CH2:17][CH2:18][C:19]2[C:24](=[CH:23][CH:22]=[C:21]([O:25][CH3:26])[CH:20]=2)[CH:15]1[C:12]1[CH:11]=[CH:10][C:9]([OH:8])=[CH:14][CH:13]=1)=[O:32]. The catalyst class is: 50. (2) Reactant: [CH2:1]([N:8]([CH2:13][C:14]([OH:16])=O)[CH2:9][C:10](O)=[O:11])[C:2]1[CH:7]=[CH:6][CH:5]=[CH:4][CH:3]=1.C([N:19](CC)CC)C.FC(F)(F)C(N)=O.Cl.CN(C)CCCN=C=NCC. Product: [CH2:1]([N:8]1[CH2:13][C:14](=[O:16])[NH:19][C:10](=[O:11])[CH2:9]1)[C:2]1[CH:7]=[CH:6][CH:5]=[CH:4][CH:3]=1. The catalyst class is: 2. (3) Reactant: [F:1][CH:2]([F:21])[C:3]1[C:7]([S:8]([C@@:11]([CH:14]2[CH2:19][CH2:18][NH:17][CH2:16][CH2:15]2)([F:13])[CH3:12])(=[O:10])=[O:9])=[CH:6][N:5]([CH3:20])[N:4]=1.[C:22]1([NH:28][C:29](=[O:31])O)C=CC=[CH:24][CH:23]=1.NC1C=C[O:35][N:34]=1.CN(C)C. Product: [F:21][CH:2]([F:1])[C:3]1[C:7]([S:8]([C@@:11]([CH:14]2[CH2:19][CH2:18][N:17]([C:29]([NH:28][C:22]3[CH:23]=[CH:24][O:35][N:34]=3)=[O:31])[CH2:16][CH2:15]2)([F:13])[CH3:12])(=[O:9])=[O:10])=[CH:6][N:5]([CH3:20])[N:4]=1. The catalyst class is: 10. (4) Reactant: [CH2:1]([O:8][C:9]1[CH:10]=[C:11]([C:26](=O)[CH2:27][C:28]2[C:29]([C:34]([F:37])([F:36])[F:35])=[N:30][CH:31]=[CH:32][CH:33]=2)[CH:12]=[C:13]([N+:23]([O-:25])=[O:24])[C:14]=1[O:15][CH2:16][C:17]1[CH:22]=[CH:21][CH:20]=[CH:19][CH:18]=1)[C:2]1[CH:7]=[CH:6][CH:5]=[CH:4][CH:3]=1.[C:39]([O:43][CH2:44][CH3:45])(=[O:42])[NH:40][NH2:41].C1(C)C=CC(S(O)(=O)=O)=CC=1.O. The catalyst class is: 11. Product: [CH2:1]([O:8][C:9]1[CH:10]=[C:11](/[C:26](=[N:41]\[NH:40][C:39]([O:43][CH2:44][CH3:45])=[O:42])/[CH2:27][C:28]2[C:29]([C:34]([F:36])([F:35])[F:37])=[N:30][CH:31]=[CH:32][CH:33]=2)[CH:12]=[C:13]([N+:23]([O-:25])=[O:24])[C:14]=1[O:15][CH2:16][C:17]1[CH:18]=[CH:19][CH:20]=[CH:21][CH:22]=1)[C:2]1[CH:3]=[CH:4][CH:5]=[CH:6][CH:7]=1. (5) Reactant: [CH2:1]([N:8]1[CH2:12][C@H:11]([C:13]2[CH:18]=[CH:17][C:16]([F:19])=[C:15]([F:20])[CH:14]=2)[C@@H:10]([C:21](=[O:23])[CH3:22])[CH2:9]1)[C:2]1[CH:7]=[CH:6][CH:5]=[CH:4][CH:3]=1.[H-].[H-].[H-].[H-].[Li+].[Al+3]. Product: [CH2:1]([N:8]1[CH2:12][C@H:11]([C:13]2[CH:18]=[CH:17][C:16]([F:19])=[C:15]([F:20])[CH:14]=2)[C@@H:10]([C@H:21]([OH:23])[CH3:22])[CH2:9]1)[C:2]1[CH:3]=[CH:4][CH:5]=[CH:6][CH:7]=1. The catalyst class is: 1. (6) Reactant: [Cl:1][C:2]1[CH:3]=[CH:4][C:5]([S:8][C:9]2[O:13][C:12]([C:14]3[CH:19]=[CH:18][C:17]([F:20])=[CH:16][CH:15]=3)=[N:11][C:10]=2[C:21]2[CH:22]=[N:23][C:24]([C:27](=[O:29])[CH3:28])=[N:25][CH:26]=2)=[N:6][CH:7]=1.[CH3:30][Mg]Br. Product: [Cl:1][C:2]1[CH:3]=[CH:4][C:5]([S:8][C:9]2[O:13][C:12]([C:14]3[CH:19]=[CH:18][C:17]([F:20])=[CH:16][CH:15]=3)=[N:11][C:10]=2[C:21]2[CH:22]=[N:23][C:24]([C:27]([OH:29])([CH3:30])[CH3:28])=[N:25][CH:26]=2)=[N:6][CH:7]=1. The catalyst class is: 598.